From a dataset of Catalyst prediction with 721,799 reactions and 888 catalyst types from USPTO. Predict which catalyst facilitates the given reaction. (1) Reactant: [CH:1]1([S:6][C:7]2[CH:12]=[CH:11][C:10]([Br:13])=[CH:9][CH:8]=2)[CH2:5][CH2:4][CH2:3][CH2:2]1.ClC1C=CC=C(C(OO)=[O:22])C=1.[OH2:25]. Product: [CH:1]1([S:6]([C:7]2[CH:8]=[CH:9][C:10]([Br:13])=[CH:11][CH:12]=2)(=[O:22])=[O:25])[CH2:5][CH2:4][CH2:3][CH2:2]1. The catalyst class is: 4. (2) Reactant: [NH2:1][C@@H:2]1[CH2:7][CH2:6][N:5]([C:8]([O:10][C:11]([CH3:14])([CH3:13])[CH3:12])=[O:9])[CH2:4][C@@H:3]1[F:15].Br[CH2:17][CH:18]1[O:22][CH2:21][CH2:20][O:19]1.C(=O)([O-])[O-].[K+].[K+]. Product: [O:19]1[CH2:20][CH2:21][O:22][CH:18]1[CH2:17][NH:1][C@@H:2]1[CH2:7][CH2:6][N:5]([C:8]([O:10][C:11]([CH3:12])([CH3:14])[CH3:13])=[O:9])[CH2:4][C@@H:3]1[F:15]. The catalyst class is: 47. (3) Reactant: [Cl:1][C:2]1[CH:7]=[C:6]([CH:8]=[O:9])[CH:5]=[CH:4][N:3]=1.[OH-].[K+].[N+:12]([CH2:14][C:15]([N:17]1[CH2:21][CH:20]=[CH:19][CH2:18]1)=[O:16])#[C-:13]. Product: [Cl:1][C:2]1[CH:7]=[C:6]([C@@H:8]2[O:9][CH:13]=[N:12][C@H:14]2[C:15]([N:17]2[CH2:21][CH:20]=[CH:19][CH2:18]2)=[O:16])[CH:5]=[CH:4][N:3]=1. The catalyst class is: 5. (4) Reactant: [Cl:1][C:2]1[CH:7]=[CH:6][C:5]([C:8]2[N:12]([CH2:13][CH:14]([OH:19])[C:15]([F:18])([F:17])[F:16])[C:11](=[O:20])[N:10]([CH2:21][C:22]([NH:24][C:25]([CH3:37])([C:27]3[CH:32]=[CH:31][CH:30]=[C:29]([C:33]([F:36])([F:35])[F:34])[CH:28]=3)[CH3:26])=[O:23])[N:9]=2)=[CH:4][CH:3]=1. Product: [Cl:1][C:2]1[CH:7]=[CH:6][C:5]([C:8]2[N:12]([CH2:13][C:14](=[O:19])[C:15]([F:18])([F:16])[F:17])[C:11](=[O:20])[N:10]([CH2:21][C:22]([NH:24][C:25]([CH3:37])([C:27]3[CH:32]=[CH:31][CH:30]=[C:29]([C:33]([F:36])([F:34])[F:35])[CH:28]=3)[CH3:26])=[O:23])[N:9]=2)=[CH:4][CH:3]=1. The catalyst class is: 96. (5) Reactant: Br[C:2]1[CH:3]=[C:4]2[C:31](=[CH:32][CH:33]=1)[C@:7]1([O:11][C:10](=[O:12])[N:9]([CH2:13][C:14]([N:16]([C@H:25]([CH:27]3[CH2:29][CH2:28]3)[CH3:26])[CH2:17][C:18]3[CH:23]=[CH:22][C:21]([F:24])=[CH:20][CH:19]=3)=[O:15])[C:8]1=[O:30])[CH2:6][CH2:5]2.[CH3:34][C:35]1([CH3:51])[C:39]([CH3:41])([CH3:40])[O:38][B:37]([B:37]2[O:38][C:39]([CH3:41])([CH3:40])[C:35]([CH3:51])([CH3:34])[O:36]2)[O:36]1.C([O-])(=O)C.[K+]. Product: [CH:27]1([C@@H:25]([N:16]([CH2:17][C:18]2[CH:23]=[CH:22][C:21]([F:24])=[CH:20][CH:19]=2)[C:14](=[O:15])[CH2:13][N:9]2[C:8](=[O:30])[C@@:7]3([C:31]4[C:4](=[CH:3][C:2]([B:37]5[O:38][C:39]([CH3:41])([CH3:40])[C:35]([CH3:51])([CH3:34])[O:36]5)=[CH:33][CH:32]=4)[CH2:5][CH2:6]3)[O:11][C:10]2=[O:12])[CH3:26])[CH2:28][CH2:29]1. The catalyst class is: 16. (6) Reactant: Cl.[NH2:2][CH2:3][C:4]1[CH:12]=[CH:11][CH:10]=[C:9]2[C:5]=1[C:6](=[O:22])[N:7]([CH:14]1[CH2:19][CH2:18][C:17](=[O:20])[NH:16][C:15]1=[O:21])[C:8]2=[O:13].C(N(CC)CC)C.[S:30]1[CH:34]=[CH:33][N:32]=[C:31]1[C:35](Cl)=[O:36]. Product: [O:21]=[C:15]1[CH:14]([N:7]2[C:6](=[O:22])[C:5]3[C:9](=[CH:10][CH:11]=[CH:12][C:4]=3[CH2:3][NH:2][C:35]([C:31]3[S:30][CH:34]=[CH:33][N:32]=3)=[O:36])[C:8]2=[O:13])[CH2:19][CH2:18][C:17](=[O:20])[NH:16]1. The catalyst class is: 23. (7) Reactant: Br[CH2:2][C:3]([C:5]1[CH:10]=[CH:9][C:8]([F:11])=[CH:7][CH:6]=1)=[O:4].[S-:12][C:13]#[N:14].[K+].O. Product: [F:11][C:8]1[CH:9]=[CH:10][C:5]([C:3](=[O:4])[CH2:2][S:12][C:13]#[N:14])=[CH:6][CH:7]=1. The catalyst class is: 8. (8) Reactant: C(O)=O.C([O:8][C:9](=[O:46])[CH2:10][O:11][C:12]1[CH:13]=[C:14]2[C:18](=[CH:19][CH:20]=1)[N:17]([CH2:21][C:22]1[CH:27]=[CH:26][CH:25]=[C:24]([O:28][CH3:29])[CH:23]=1)[C:16]([C:30]([O:32][CH2:33][CH3:34])=[O:31])=[C:15]2[C:35]1[CH:40]=[CH:39][C:38]([O:41][CH2:42][CH:43]2[CH2:45][CH2:44]2)=[CH:37][CH:36]=1)(C)(C)C. Product: [CH:43]1([CH2:42][O:41][C:38]2[CH:37]=[CH:36][C:35]([C:15]3[C:14]4[C:18](=[CH:19][CH:20]=[C:12]([O:11][CH2:10][C:9]([OH:46])=[O:8])[CH:13]=4)[N:17]([CH2:21][C:22]4[CH:27]=[CH:26][CH:25]=[C:24]([O:28][CH3:29])[CH:23]=4)[C:16]=3[C:30]([O:32][CH2:33][CH3:34])=[O:31])=[CH:40][CH:39]=2)[CH2:44][CH2:45]1. The catalyst class is: 4.